The task is: Predict which catalyst facilitates the given reaction.. This data is from Catalyst prediction with 721,799 reactions and 888 catalyst types from USPTO. (1) Reactant: [CH2:1]([O:8][C:9]([NH:11][C@H:12]1[CH2:16][CH2:15][N:14]([C@@H:17]([CH3:25])[C:18]([O:20]C(C)(C)C)=[O:19])[C:13]1=[O:26])=[O:10])[C:2]1[CH:7]=[CH:6][CH:5]=[CH:4][CH:3]=1.FC(F)(F)C(O)=O. Product: [CH2:1]([O:8][C:9]([NH:11][C@H:12]1[CH2:16][CH2:15][N:14]([C@@H:17]([CH3:25])[C:18]([OH:20])=[O:19])[C:13]1=[O:26])=[O:10])[C:2]1[CH:7]=[CH:6][CH:5]=[CH:4][CH:3]=1. The catalyst class is: 2. (2) Reactant: [C:1]1([C:7]#[C:8][C:9]2[N:13]3[CH:14]=[CH:15][CH:16]=[CH:17][C:12]3=[N:11][C:10]=2[CH2:18][OH:19])[CH:6]=[CH:5][CH:4]=[CH:3][CH:2]=1.[H-].[Na+].[CH2:22]([N:24]([CH2:28][CH3:29])[C:25](Cl)=[O:26])[CH3:23]. Product: [CH2:22]([N:24]([CH2:28][CH3:29])[C:25](=[O:26])[O:19][CH2:18][C:10]1[N:11]=[C:12]2[CH:17]=[CH:16][CH:15]=[CH:14][N:13]2[C:9]=1[C:8]#[C:7][C:1]1[CH:2]=[CH:3][CH:4]=[CH:5][CH:6]=1)[CH3:23]. The catalyst class is: 9. (3) Reactant: [ClH:1].O1CCOCC1.[Cl:8][C:9]1[CH:14]=[CH:13][C:12]([C@@H:15]([C@H:35]2[N:39](C(OC(C)(C)C)=O)[C:38]([CH3:48])([CH3:47])[CH2:37][CH2:36]2)[C:16]([N:18]2[CH2:23][CH2:22][N:21]([C:24]3[C:25]4[C@H:32]([CH3:33])[CH2:31][C@@H:30]([OH:34])[C:26]=4[N:27]=[CH:28][N:29]=3)[CH2:20][CH2:19]2)=[O:17])=[C:11]([F:49])[CH:10]=1. Product: [ClH:8].[ClH:1].[Cl:8][C:9]1[CH:14]=[CH:13][C:12]([C@@H:15]([C@@H:35]2[CH2:36][CH2:37][C:38]([CH3:48])([CH3:47])[NH:39]2)[C:16]([N:18]2[CH2:23][CH2:22][N:21]([C:24]3[C:25]4[C@H:32]([CH3:33])[CH2:31][C@@H:30]([OH:34])[C:26]=4[N:27]=[CH:28][N:29]=3)[CH2:20][CH2:19]2)=[O:17])=[C:11]([F:49])[CH:10]=1. The catalyst class is: 2. (4) Reactant: [H-].[Na+].[NH2:3][C:4]1[C:9]([C:10]#[N:11])=[CH:8][N:7]=[C:6]([Cl:12])[N:5]=1.[Cl:13][C:14]1[CH:19]=[CH:18][CH:17]=[C:16]([Cl:20])[C:15]=1[N:21]=[C:22]=[O:23].Cl. Product: [Cl:12][C:6]1[N:5]=[C:4]2[NH:3][C:22](=[O:23])[N:21]([C:15]3[C:14]([Cl:13])=[CH:19][CH:18]=[CH:17][C:16]=3[Cl:20])[C:10](=[NH:11])[C:9]2=[CH:8][N:7]=1. The catalyst class is: 434. (5) Reactant: P([O-])([O-])([O-])=O.[K+].[K+].[K+].I[C:10]1[CH:15]=[CH:14][C:13]([N+:16]([O-:18])=[O:17])=[CH:12][C:11]=1[CH3:19].[CH3:20][N:21]1[CH2:26][CH2:25][CH2:24][NH:23][C:22]1=[O:27].NCCN. Product: [CH3:20][N:21]1[CH2:26][CH2:25][CH2:24][N:23]([C:10]2[CH:15]=[CH:14][C:13]([N+:16]([O-:18])=[O:17])=[CH:12][C:11]=2[CH3:19])[C:22]1=[O:27]. The catalyst class is: 185. (6) Reactant: [C:1]([O:5][C:6]([N:8]1[CH2:12][C:11]([F:14])([F:13])[CH2:10][C@H:9]1[C:15](O)=[O:16])=[O:7])([CH3:4])([CH3:3])[CH3:2].B.C1COCC1. Product: [F:14][C:11]1([F:13])[CH2:12][N:8]([C:6]([O:5][C:1]([CH3:2])([CH3:3])[CH3:4])=[O:7])[C@H:9]([CH2:15][OH:16])[CH2:10]1. The catalyst class is: 1. (7) Reactant: FC(F)(F)C(O)=O.[CH:8]1([N:14]2[CH2:20][CH:19]([CH3:21])[C:18](=[O:22])[NH:17][C:16]3[CH:23]=[N:24][C:25]([NH:27][C:28]4[CH:43]=[CH:42][C:31]([C:32]([NH:34][CH:35]5[CH2:40][CH2:39][N:38]([CH3:41])[CH2:37][CH2:36]5)=[O:33])=[CH:30][C:29]=4[O:44][CH3:45])=[N:26][C:15]2=3)[CH2:13][CH2:12][CH2:11][CH2:10][CH2:9]1.C(=O)([O-])[O-]. Product: [CH:8]1([N:14]2[CH2:20][CH:19]([CH3:21])[C:18](=[O:22])[NH:17][C:16]3[CH:23]=[N:24][C:25]([NH:27][C:28]4[CH:43]=[CH:42][C:31]([C:32]([NH:34][CH:35]5[CH2:40][CH2:39][N:38]([CH3:41])[CH2:37][CH2:36]5)=[O:33])=[CH:30][C:29]=4[O:44][CH3:45])=[N:26][C:15]2=3)[CH2:9][CH2:10][CH2:11][CH2:12][CH2:13]1. The catalyst class is: 7. (8) Reactant: O.[F-].C([N+](C)(C)C)C1C=CC=CC=1.[F:14][C:15]1[CH:16]=[C:17]2[C:21](=[CH:22][CH:23]=1)[N:20]([S:24]([CH3:27])(=[O:26])=[O:25])[C:19]([Si](CC)(CC)CC)=[C:18]2[CH2:35][O:36][CH2:37][CH:38]1[CH2:43][CH2:42][C:41]([C:47]2[CH:52]=[CH:51][CH:50]=[CH:49][CH:48]=2)([N:44]([CH3:46])[CH3:45])[CH2:40][CH2:39]1. Product: [F:14][C:15]1[CH:16]=[C:17]2[C:21](=[CH:22][CH:23]=1)[N:20]([S:24]([CH3:27])(=[O:26])=[O:25])[CH:19]=[C:18]2[CH2:35][O:36][CH2:37][CH:38]1[CH2:43][CH2:42][C:41]([C:47]2[CH:48]=[CH:49][CH:50]=[CH:51][CH:52]=2)([N:44]([CH3:46])[CH3:45])[CH2:40][CH2:39]1. The catalyst class is: 7.